From a dataset of Catalyst prediction with 721,799 reactions and 888 catalyst types from USPTO. Predict which catalyst facilitates the given reaction. (1) Product: [C:12]([C:3]1[C:2]([O:1][C:18](=[S:19])[N:17]([CH3:21])[CH3:16])=[CH:11][C:10]2[CH2:9][CH2:8][CH2:7][CH2:6][C:5]=2[CH:4]=1)#[N:13]. Reactant: [OH:1][C:2]1[C:3]([C:12]#[N:13])=[CH:4][C:5]2[CH2:6][CH2:7][CH2:8][CH2:9][C:10]=2[CH:11]=1.[OH-].[K+].[CH3:16][N:17]([CH3:21])[C:18](Cl)=[S:19].C(OCC)(=O)C. The catalyst class is: 95. (2) Reactant: C[O:2][C:3](=[O:41])[CH2:4][C@H:5]1[C:9]2[CH:10]=[CH:11][C:12]([O:14][CH2:15][C:16]3[CH:17]=[C:18]([C:22]4[C:27]([CH3:28])=[CH:26][C:25]([O:29][CH2:30][C:31]5([OH:39])[CH2:36][CH2:35][S:34](=[O:38])(=[O:37])[CH2:33][CH2:32]5)=[CH:24][C:23]=4[CH3:40])[CH:19]=[CH:20][CH:21]=3)=[CH:13][C:8]=2[O:7][CH2:6]1.CO.[OH-].[Na+].Cl. Product: [OH:39][C:31]1([CH2:30][O:29][C:25]2[CH:26]=[C:27]([CH3:28])[C:22]([C:18]3[CH:19]=[CH:20][CH:21]=[C:16]([CH2:15][O:14][C:12]4[CH:11]=[CH:10][C:9]5[C@H:5]([CH2:4][C:3]([OH:41])=[O:2])[CH2:6][O:7][C:8]=5[CH:13]=4)[CH:17]=3)=[C:23]([CH3:40])[CH:24]=2)[CH2:32][CH2:33][S:34](=[O:37])(=[O:38])[CH2:35][CH2:36]1. The catalyst class is: 132. (3) Reactant: C1(P(C2C=CC=CC=2)C2C=CC=CC=2)C=CC=CC=1.N1C=CN=C1.[I:25]I.[C:27]([O:31][C:32]([NH:34][C@@H:35]([CH2:45]O)[C:36]([O:38][CH:39]1[CH2:44][CH2:43][CH2:42][CH2:41][CH2:40]1)=[O:37])=[O:33])([CH3:30])([CH3:29])[CH3:28]. Product: [C:27]([O:31][C:32]([NH:34][C@@H:35]([CH2:45][I:25])[C:36]([O:38][CH:39]1[CH2:44][CH2:43][CH2:42][CH2:41][CH2:40]1)=[O:37])=[O:33])([CH3:30])([CH3:29])[CH3:28]. The catalyst class is: 2.